From a dataset of Forward reaction prediction with 1.9M reactions from USPTO patents (1976-2016). Predict the product of the given reaction. (1) Given the reactants [Cl:1][C:2]1[N:3]=[C:4]2[C:9](=[CH:10][CH:11]=1)[N:8]=[CH:7][C:6]([S:12]([CH3:15])(=[O:14])=[O:13])=[C:5]2[NH:16][C:17]1[CH:22]=[CH:21][C:20]([CH2:23][N:24]([CH3:26])[CH3:25])=[CH:19][CH:18]=1.[Cl:27][C:28]1[CH:33]=[C:32](B2OC(C)(C)C(C)(C)O2)[CH:31]=[C:30]([O:43][CH3:44])[C:29]=1[OH:45].C1(N)C(F)=C(F)C(F)=C(N)C=1F.Cl.Cl, predict the reaction product. The product is: [ClH:1].[ClH:27].[Cl:27][C:28]1[CH:33]=[C:32]([C:2]2[CH:11]=[CH:10][C:9]3[C:4](=[C:5]([NH:16][C:17]4[CH:22]=[CH:21][C:20]([CH2:23][N:24]([CH3:26])[CH3:25])=[CH:19][CH:18]=4)[C:6]([S:12]([CH3:15])(=[O:14])=[O:13])=[CH:7][N:8]=3)[N:3]=2)[CH:31]=[C:30]([O:43][CH3:44])[C:29]=1[OH:45]. (2) Given the reactants [NH2:1][C:2]1[C:7]([CH2:8][OH:9])=[CH:6][N:5]=[C:4]([S:10][CH2:11][C:12]2[CH:17]=[CH:16][CH:15]=[CH:14][CH:13]=2)[N:3]=1, predict the reaction product. The product is: [NH2:1][C:2]1[C:7]([CH:8]=[O:9])=[CH:6][N:5]=[C:4]([S:10][CH2:11][C:12]2[CH:17]=[CH:16][CH:15]=[CH:14][CH:13]=2)[N:3]=1. (3) Given the reactants [CH2:1]([N:3]1[CH2:8][CH2:7][C:6](=O)[CH2:5][CH2:4]1)[CH3:2].[NH2:10][C:11]1[CH:12]=[C:13]2[C:17](=[CH:18][CH:19]=1)[NH:16][N:15]=[CH:14]2.C(O)(=O)C.C(=O)([O-])O.[Na+], predict the reaction product. The product is: [CH2:1]([N:3]1[CH2:8][CH2:7][CH:6]([NH:10][C:11]2[CH:12]=[C:13]3[C:17](=[CH:18][CH:19]=2)[NH:16][N:15]=[CH:14]3)[CH2:5][CH2:4]1)[CH3:2]. (4) Given the reactants [Br:1][C:2]1[CH:13]=[CH:12][C:5]([C:6]([NH:8][CH:9]2[CH2:11][CH2:10]2)=[O:7])=[C:4]([CH2:14]O)[CH:3]=1.C([Mg]Cl)(C)C.CN(C)P(Cl)(N(C)C)=O, predict the reaction product. The product is: [Br:1][C:2]1[CH:3]=[C:4]2[C:5](=[CH:12][CH:13]=1)[C:6](=[O:7])[N:8]([CH:9]1[CH2:11][CH2:10]1)[CH2:14]2. (5) The product is: [Cl:21][C:4]1[N:3]=[C:2]([NH:31][C@H:29]([C:26]2[CH:27]=[CH:28][C:23]([F:22])=[CH:24][CH:25]=2)[CH3:30])[CH:7]=[C:6]([C:8]2[CH:9]=[N:10][N:11]([CH2:13][O:14][CH2:15][CH2:16][Si:17]([CH3:20])([CH3:19])[CH3:18])[CH:12]=2)[CH:5]=1. Given the reactants Cl[C:2]1[CH:7]=[C:6]([C:8]2[CH:9]=[N:10][N:11]([CH2:13][O:14][CH2:15][CH2:16][Si:17]([CH3:20])([CH3:19])[CH3:18])[CH:12]=2)[CH:5]=[C:4]([Cl:21])[N:3]=1.[F:22][C:23]1[CH:28]=[CH:27][C:26]([C@@H:29]([NH2:31])[CH3:30])=[CH:25][CH:24]=1.C(P(C(C)(C)C)C1C=CC=CC=1C1C=CC=CC=1)(C)(C)C.CC(C)([O-])C.[Na+], predict the reaction product.